This data is from NCI-60 drug combinations with 297,098 pairs across 59 cell lines. The task is: Regression. Given two drug SMILES strings and cell line genomic features, predict the synergy score measuring deviation from expected non-interaction effect. Drug 1: CC(C1=C(C=CC(=C1Cl)F)Cl)OC2=C(N=CC(=C2)C3=CN(N=C3)C4CCNCC4)N. Drug 2: CC12CCC(CC1=CCC3C2CCC4(C3CC=C4C5=CN=CC=C5)C)O. Cell line: CAKI-1. Synergy scores: CSS=27.2, Synergy_ZIP=2.74, Synergy_Bliss=4.24, Synergy_Loewe=3.50, Synergy_HSA=5.98.